Dataset: Full USPTO retrosynthesis dataset with 1.9M reactions from patents (1976-2016). Task: Predict the reactants needed to synthesize the given product. (1) The reactants are: [O:1]1[C:5]2[CH:6]=[CH:7][CH:8]=[C:9]([C:10]([CH3:21])([CH3:20])[CH2:11][C:12]([OH:19])([C:15]([F:18])([F:17])[F:16])[CH:13]=O)[C:4]=2[O:3][CH2:2]1.[NH2:22][C:23]1[CH:32]=[CH:31][C:30](F)=[C:29]2[C:24]=1[CH:25]=[N:26][C:27]([CH3:34])=[N:28]2.CCCCCC.C(OCC)(=O)C. Given the product [O:1]1[C:5]2[CH:6]=[CH:7][CH:8]=[C:9]([C:10]([CH3:21])([CH3:20])[CH2:11][C:12]([C:15]([F:16])([F:17])[F:18])([OH:19])[CH:13]=[N:22][C:23]3[CH:32]=[CH:31][CH:30]=[C:29]4[C:24]=3[CH:25]=[N:26][C:27]([CH3:34])=[N:28]4)[C:4]=2[O:3][CH2:2]1, predict the reactants needed to synthesize it. (2) Given the product [NH2:21][C@H:22]1[CH2:27][CH2:26][C@H:25]([NH:28][C:2]2[CH:3]=[C:4]([NH:11][C:12]3[CH:17]=[CH:16][C:15]([N+:18]([O-:20])=[O:19])=[CH:14][CH:13]=3)[C:5]3[N:6]([CH:8]=[CH:9][N:10]=3)[N:7]=2)[CH2:24][CH2:23]1, predict the reactants needed to synthesize it. The reactants are: Cl[C:2]1[CH:3]=[C:4]([NH:11][C:12]2[CH:17]=[CH:16][C:15]([N+:18]([O-:20])=[O:19])=[CH:14][CH:13]=2)[C:5]2[N:6]([CH:8]=[CH:9][N:10]=2)[N:7]=1.[NH2:21][C@H:22]1[CH2:27][CH2:26][C@H:25]([NH2:28])[CH2:24][CH2:23]1.